From a dataset of Forward reaction prediction with 1.9M reactions from USPTO patents (1976-2016). Predict the product of the given reaction. (1) Given the reactants [CH3:1][Si:2]([CH2:5][Mg]Cl)([CH3:4])[CH3:3].[O:8]1[CH2:13][CH2:12][CH2:11][O:10][CH:9]1[C:14]1[CH:19]=[CH:18][C:17]([C:20]2[S:21][C:22]3[C:27]([N:28]=2)=[CH:26][CH:25]=[C:24]([C:29]([CH:31]2[CH2:34][CH2:33][CH2:32]2)=[O:30])[N:23]=3)=[C:16]([F:35])[CH:15]=1, predict the reaction product. The product is: [O:10]1[CH2:11][CH2:12][CH2:13][O:8][CH:9]1[C:14]1[CH:19]=[CH:18][C:17]([C:20]2[S:21][C:22]3[C:27]([N:28]=2)=[CH:26][CH:25]=[C:24]([C:29]([CH:31]2[CH2:32][CH2:33][CH2:34]2)([OH:30])[CH2:5][Si:2]([CH3:3])([CH3:4])[CH3:1])[N:23]=3)=[C:16]([F:35])[CH:15]=1. (2) Given the reactants [Br:1][C:2]1[C:10]2[C:9]3[CH2:11][N:12]([CH2:21][C:22]([F:25])([F:24])[F:23])[C:13](=[O:20])[C@H:14]([CH2:16][C:17](O)=[O:18])[CH2:15][C:8]=3[CH:7]=[C:6]([Br:26])[C:5]=2[NH:4][N:3]=1.C(N(CC)C(C)C)(C)C.CN(C(ON1N=NC2C=CC=CC1=2)=[N+](C)C)C.[B-](F)(F)(F)F.Cl.[NH:59]1[CH2:64][CH2:63][CH:62]([C:65]2[C:66](=[O:75])[NH:67][C:68]3[C:73]([CH:74]=2)=[CH:72][CH:71]=[CH:70][CH:69]=3)[CH2:61][CH2:60]1, predict the reaction product. The product is: [Br:1][C:2]1[C:10]2[C:9]3[CH2:11][N:12]([CH2:21][C:22]([F:25])([F:23])[F:24])[C:13](=[O:20])[C@H:14]([CH2:16][C:17](=[O:18])[N:59]4[CH2:60][CH2:61][CH:62]([C:65]5[C:66](=[O:75])[NH:67][C:68]6[C:73]([CH:74]=5)=[CH:72][CH:71]=[CH:70][CH:69]=6)[CH2:63][CH2:64]4)[CH2:15][C:8]=3[CH:7]=[C:6]([Br:26])[C:5]=2[NH:4][N:3]=1. (3) Given the reactants [Br:1][C:2]1[C:3]([NH2:11])=[N:4][CH:5]=[C:6](Br)[C:7]=1[CH2:8][CH3:9].O.[OH:13][C:14]1[CH:19]=[CH:18][C:17](B(O)O)=[CH:16][CH:15]=1.C([O-])([O-])=O.[Na+].[Na+], predict the reaction product. The product is: [NH2:11][C:3]1[N:4]=[CH:5][C:6]([C:17]2[CH:18]=[CH:19][C:14]([OH:13])=[CH:15][CH:16]=2)=[C:7]([CH2:8][CH3:9])[C:2]=1[Br:1].